Dataset: Forward reaction prediction with 1.9M reactions from USPTO patents (1976-2016). Task: Predict the product of the given reaction. (1) Given the reactants [Br:1][C:2]1[N:3]=[C:4]([CH2:21][CH3:22])[C:5]([NH:10][C@@H:11]2[C:19]3[C:14](=[CH:15][CH:16]=[CH:17][CH:18]=3)[CH2:13][C@@H:12]2O)=[N:6][C:7]=1[CH2:8][CH3:9].[S:23]1C2C(=CC=CC=2)C(NC2C(CC)=NC=C(CC)N=2)CC1, predict the reaction product. The product is: [Br:1][C:2]1[N:3]=[C:4]([CH2:21][CH3:22])[C:5]([NH:10][CH:11]2[C:19]3[C:14](=[CH:15][CH:16]=[CH:17][CH:18]=3)[S:23][CH2:13][CH2:12]2)=[N:6][C:7]=1[CH2:8][CH3:9]. (2) The product is: [CH3:52][Si:2]([CH3:1])([O:7][C@@H:8]1[C@H:12]([O:13][Si:14]([CH3:20])([CH3:19])[C:15]([CH3:16])([CH3:17])[CH3:18])[C@@H:11]([CH2:21][O:22][Si:23]([CH3:28])([CH3:29])[C:24]([CH3:27])([CH3:26])[CH3:25])[O:10][C@H:9]1[N:30]1[CH:38]=[N:37][C:36]2[C:31]1=[N:32][C:33]([C:40]1[CH:41]=[N:42][N:43]([CH2:45][C:46]3[CH:47]=[CH:48][C:49]([C:60]([CH3:65])([CH3:61])[CH3:59])=[CH:50][CH:51]=3)[CH:44]=1)=[N:34][C:35]=2[NH2:39])[C:3]([CH3:4])([CH3:5])[CH3:6]. Given the reactants [CH3:1][Si:2]([CH3:52])([O:7][C@@H:8]1[C@H:12]([O:13][Si:14]([CH3:20])([CH3:19])[C:15]([CH3:18])([CH3:17])[CH3:16])[C@@H:11]([CH2:21][O:22][Si:23]([CH3:29])([CH3:28])[C:24]([CH3:27])([CH3:26])[CH3:25])[O:10][C@H:9]1[N:30]1[CH:38]=[N:37][C:36]2[C:31]1=[N:32][C:33]([C:40]1[CH:41]=[N:42][N:43]([CH2:45][C:46]3[CH:51]=[CH:50][CH:49]=[CH:48][CH:47]=3)[CH:44]=1)=[N:34][C:35]=2[NH2:39])[C:3]([CH3:6])([CH3:5])[CH3:4].IC1C([CH2:59][C:60]2[CH:65]=[CH:65][C:60]([C:59](C)(C)C)=[CH:61][CH:61]=2)=NNC=1.IC1C=CC(CC2C=CNN=2)=CC=1, predict the reaction product. (3) Given the reactants Br[C:2]1[CH:3]=[C:4]2[C@@:15]3([CH2:20][CH2:19][O:18][C:17]([NH2:21])=[N:16]3)[C:14]3[CH:13]=[C:12](Cl)[N:11]=[CH:10][C:9]=3[O:8][C:5]2=[CH:6][CH:7]=1.[F:23][C:24]1[C:29](B(O)O)=[CH:28][CH:27]=[CH:26][N:25]=1.[F:33][C:34]1[CH:39]=[C:38](B(O)O)[CH:37]=[CH:36][N:35]=1, predict the reaction product. The product is: [F:23][C:24]1[C:29]([C:2]2[CH:3]=[C:4]3[C@@:15]4([CH2:20][CH2:19][O:18][C:17]([NH2:21])=[N:16]4)[C:14]4[CH:13]=[C:12]([C:38]5[CH:37]=[CH:36][N:35]=[C:34]([F:33])[CH:39]=5)[N:11]=[CH:10][C:9]=4[O:8][C:5]3=[CH:6][CH:7]=2)=[CH:28][CH:27]=[CH:26][N:25]=1. (4) Given the reactants [CH3:1][C:2]1[CH:7]=[CH:6][C:5]([NH:8][C:9](=[O:20])[C:10]2[CH:15]=[CH:14][CH:13]=[C:12]([C:16]([F:19])([F:18])[F:17])[CH:11]=2)=[CH:4][C:3]=1[C:21]1[CH:22]=[N:23][C:24]([O:33][CH2:34][CH2:35][O:36]C2CCCCO2)=[C:25]([N:27]2[CH2:32][CH2:31][O:30][CH2:29][CH2:28]2)[CH:26]=1.Cl.C(#N)C.O.[NH4+].[OH-], predict the reaction product. The product is: [OH:36][CH2:35][CH2:34][O:33][C:24]1[N:23]=[CH:22][C:21]([C:3]2[CH:4]=[C:5]([NH:8][C:9](=[O:20])[C:10]3[CH:15]=[CH:14][CH:13]=[C:12]([C:16]([F:18])([F:19])[F:17])[CH:11]=3)[CH:6]=[CH:7][C:2]=2[CH3:1])=[CH:26][C:25]=1[N:27]1[CH2:32][CH2:31][O:30][CH2:29][CH2:28]1.